From a dataset of Catalyst prediction with 721,799 reactions and 888 catalyst types from USPTO. Predict which catalyst facilitates the given reaction. Reactant: [CH3:1][S:2]([C:5]1[CH:10]=[CH:9][C:8]([C:11]2[N:12]=[CH:13][C:14]([OH:17])=[N:15][CH:16]=2)=[CH:7][CH:6]=1)(=[O:4])=[O:3].CS(O[CH:23]([CH:25]1[CH2:30][CH2:29][N:28]([C:31]([O:33][C:34]([CH3:37])([CH3:36])[CH3:35])=[O:32])[CH2:27][CH2:26]1)[CH3:24])(=O)=O.C([O-])([O-])=O.[K+].[K+]. Product: [CH3:1][S:2]([C:5]1[CH:6]=[CH:7][C:8]([C:11]2[N:12]=[CH:13][C:14]([O:17][CH:23]([CH:25]3[CH2:26][CH2:27][N:28]([C:31]([O:33][C:34]([CH3:35])([CH3:37])[CH3:36])=[O:32])[CH2:29][CH2:30]3)[CH3:24])=[N:15][CH:16]=2)=[CH:9][CH:10]=1)(=[O:3])=[O:4]. The catalyst class is: 3.